From a dataset of Full USPTO retrosynthesis dataset with 1.9M reactions from patents (1976-2016). Predict the reactants needed to synthesize the given product. (1) Given the product [CH3:11][C:10]([C@:8]1([CH3:9])[CH2:6][N:5]1[S:16]([C:13]1[CH:14]=[CH:15][C:10]([CH3:20])=[CH:11][CH:12]=1)(=[O:18])=[O:17])([CH3:20])[CH3:15], predict the reactants needed to synthesize it. The reactants are: NO.CC[N:5]([CH2:8][CH3:9])[CH2:6]C.[C:10]1([CH3:20])[CH:15]=[CH:14][C:13]([S:16](Cl)(=[O:18])=[O:17])=[CH:12][CH:11]=1.CS(Cl)(=O)=O.[Na+].[Cl-]. (2) Given the product [CH3:1][O:2][C:3]1[CH:10]=[CH:9][C:6]([CH2:7][N:11]=[N+:12]=[N-:13])=[CH:5][CH:4]=1, predict the reactants needed to synthesize it. The reactants are: [CH3:1][O:2][C:3]1[CH:10]=[CH:9][C:6]([CH2:7]Cl)=[CH:5][CH:4]=1.[N-:11]=[N+:12]=[N-:13].[Na+]. (3) Given the product [F:11][C:8]1[CH:9]=[CH:10][C:5]([OH:4])=[C:6]([CH2:12][C:13]([OH:15])=[O:14])[CH:7]=1, predict the reactants needed to synthesize it. The reactants are: C([O:4][C:5]1[CH:10]=[CH:9][C:8]([F:11])=[CH:7][C:6]=1[CH2:12][C:13]([OH:15])=[O:14])(=O)C.[OH-].[NH4+].C(Cl)Cl.CO.CC(O)=O. (4) Given the product [CH2:3]([O:10][C:11]1[CH:19]=[CH:18][C:17]([F:20])=[C:16]2[C:12]=1[C:13]([CH2:21][CH2:22][N:23]([CH3:24])[CH3:25])=[CH:14][N:15]2[CH3:26])[C:4]1[CH:9]=[CH:8][CH:7]=[CH:6][CH:5]=1, predict the reactants needed to synthesize it. The reactants are: [H-].[Na+].[CH2:3]([O:10][C:11]1[CH:19]=[CH:18][C:17]([F:20])=[C:16]2[C:12]=1[C:13]([CH2:21][CH2:22][N:23]([CH3:25])[CH3:24])=[CH:14][NH:15]2)[C:4]1[CH:9]=[CH:8][CH:7]=[CH:6][CH:5]=1.[CH3:26]I.